Dataset: Full USPTO retrosynthesis dataset with 1.9M reactions from patents (1976-2016). Task: Predict the reactants needed to synthesize the given product. (1) Given the product [F:7][C:8]1([CH2:12][O:13][C:15]2[CH:22]=[CH:21][C:20]([C:23]3[N:28]=[C:27]([NH:29][C:30]4[CH:31]=[CH:32][C:33]([N:36]5[CH2:41][CH2:40][N:39]([CH:42]6[CH2:45][O:44][CH2:43]6)[CH2:38][CH2:37]5)=[CH:34][CH:35]=4)[N:26]=[CH:25][N:24]=3)=[CH:19][C:16]=2[C:17]#[N:18])[CH2:11][O:10][CH2:9]1, predict the reactants needed to synthesize it. The reactants are: CC(C)([O-])C.[K+].[F:7][C:8]1([CH2:12][OH:13])[CH2:11][O:10][CH2:9]1.F[C:15]1[CH:22]=[CH:21][C:20]([C:23]2[N:28]=[C:27]([NH:29][C:30]3[CH:35]=[CH:34][C:33]([N:36]4[CH2:41][CH2:40][N:39]([CH:42]5[CH2:45][O:44][CH2:43]5)[CH2:38][CH2:37]4)=[CH:32][CH:31]=3)[N:26]=[CH:25][N:24]=2)=[CH:19][C:16]=1[C:17]#[N:18]. (2) Given the product [Br:1][C:2]1[CH:3]=[C:4]([C:5]2[NH:13][N:12]=[N:11][N:6]=2)[CH:7]=[C:8]([Br:10])[CH:9]=1, predict the reactants needed to synthesize it. The reactants are: [Br:1][C:2]1[CH:3]=[C:4]([CH:7]=[C:8]([Br:10])[CH:9]=1)[C:5]#[N:6].[N-:11]=[N+:12]=[N-:13].[Na+]. (3) Given the product [OH:20][CH2:19][C:16]1[CH:15]=[CH:14][C:13]([CH:2]([OH:1])[CH2:3][NH:4][CH3:5])=[CH:18][CH:17]=1, predict the reactants needed to synthesize it. The reactants are: [OH:1][CH:2]([C:13]1[CH:18]=[CH:17][C:16]([CH2:19][OH:20])=[CH:15][CH:14]=1)[CH2:3][N:4](C)[C:5](=O)OC(C)(C)C.Cl. (4) Given the product [OH:19][CH2:18][CH2:17][C:13]1[C:12](=[O:21])[N:11]([C:3]2[CH:4]=[CH:5][C:6]([N+:8]([O-:10])=[O:9])=[CH:7][C:2]=2[CH3:1])[CH:16]=[CH:15][CH:14]=1, predict the reactants needed to synthesize it. The reactants are: [CH3:1][C:2]1[CH:7]=[C:6]([N+:8]([O-:10])=[O:9])[CH:5]=[CH:4][C:3]=1[N:11]1[CH:16]=[CH:15][CH:14]=[C:13]([CH2:17][C:18](O)=[O:19])[C:12]1=[O:21].[Cl-].[Na+].